This data is from Catalyst prediction with 721,799 reactions and 888 catalyst types from USPTO. The task is: Predict which catalyst facilitates the given reaction. (1) Reactant: [Cl:1][C:2]1[C:3]([O:12][C:13]2[CH:18]=[C:17]([O:19][CH2:20][CH2:21][CH3:22])[CH:16]=[CH:15][C:14]=2[CH2:23][CH2:24][CH2:25][OH:26])=[N:4][CH:5]=[C:6]([C:8]([F:11])([F:10])[F:9])[CH:7]=1.[CH3:27][N:28]1[CH:32]=[C:31]([CH2:33][C:34]([O:36]C)=[O:35])[C:30](O)=[N:29]1.C(P(CCCC)CCCC)CCC.N(C(N1CCCCC1)=O)=NC(N1CCCCC1)=O.O1CCCC1CO.[OH-].[Na+].Cl. Product: [Cl:1][C:2]1[C:3]([O:12][C:13]2[CH:18]=[C:17]([O:19][CH2:20][CH2:21][CH3:22])[CH:16]=[CH:15][C:14]=2[CH2:23][CH2:24][CH2:25][O:26][C:30]2[C:31]([CH2:33][C:34]([OH:36])=[O:35])=[CH:32][N:28]([CH3:27])[N:29]=2)=[N:4][CH:5]=[C:6]([C:8]([F:11])([F:10])[F:9])[CH:7]=1. The catalyst class is: 7. (2) Reactant: [F:1][C:2]([F:11])([F:10])[CH2:3][CH2:4][CH:5]([C:8]#[N:9])[C:6]#[N:7].[H-].[Na+].[C:14]([C:17]1[CH:24]=[CH:23][C:20]([CH2:21]Br)=[CH:19][CH:18]=1)(=[O:16])[CH3:15]. Product: [C:14]([C:17]1[CH:24]=[CH:23][C:20]([CH2:21][C:5]([CH2:4][CH2:3][C:2]([F:10])([F:11])[F:1])([C:8]#[N:9])[C:6]#[N:7])=[CH:19][CH:18]=1)(=[O:16])[CH3:15]. The catalyst class is: 9.